This data is from Forward reaction prediction with 1.9M reactions from USPTO patents (1976-2016). The task is: Predict the product of the given reaction. (1) Given the reactants [N:1]([CH2:4][C@@H:5]1[O:9][C:8](=[O:10])[N:7]([C:11]2[CH:12]=[CH:13][C:14]3[CH2:20][C:19](=[O:21])[CH2:18][CH2:17][CH2:16][C:15]=3[CH:22]=2)[CH2:6]1)=[N+]=[N-].[C:23](OC(=O)C)(=[O:25])[CH3:24].[H][H], predict the reaction product. The product is: [O:10]=[C:8]1[N:7]([C:11]2[CH:12]=[CH:13][C:14]3[CH2:20][C:19](=[O:21])[CH2:18][CH2:17][CH2:16][C:15]=3[CH:22]=2)[CH2:6][C@H:5]([CH2:4][NH:1][C:23](=[O:25])[CH3:24])[O:9]1. (2) Given the reactants [Br:1][C:2]1[N:3]=[CH:4][NH:5][CH:6]=1.O1CCCC1.CS([C:16]1[CH:21]=[CH:20][C:19]([C:22]([F:25])([F:24])[F:23])=[CH:18][N:17]=1)(=O)=O.C(=O)([O-])[O-].[Cs+].[Cs+], predict the reaction product. The product is: [Br:1][C:2]1[N:3]=[CH:4][N:5]([C:16]2[CH:21]=[CH:20][C:19]([C:22]([F:25])([F:24])[F:23])=[CH:18][N:17]=2)[CH:6]=1. (3) The product is: [C:1]([CH2:3][NH:4][C:5]([C:7]1([NH:13][C:30](=[O:31])[C:29]2[CH:28]=[CH:27][C:26]([CH:23]3[CH2:22][CH2:21][N:20]([CH:15]4[CH2:19][CH2:18][CH2:17][CH2:16]4)[CH2:25][CH2:24]3)=[CH:34][CH:33]=2)[CH2:12][CH2:11][CH2:10][CH2:9][CH2:8]1)=[O:6])#[N:2]. Given the reactants [C:1]([CH2:3][NH:4][C:5]([C:7]1([NH2:13])[CH2:12][CH2:11][CH2:10][CH2:9][CH2:8]1)=[O:6])#[N:2].Cl.[CH:15]1([N:20]2[CH2:25][CH2:24][CH:23]([C:26]3[CH:34]=[CH:33][C:29]([C:30](O)=[O:31])=[CH:28][CH:27]=3)[CH2:22][CH2:21]2)[CH2:19][CH2:18][CH2:17][CH2:16]1.C1C=CC2N(O)N=NC=2C=1.C(N(CC)CC)C, predict the reaction product. (4) Given the reactants [OH-].[Na+].C[Si](C)(C)[C:5]#[C:6][C:7]([O:14][CH2:15][CH3:16])([O:11][CH2:12][CH3:13])[O:8][CH2:9][CH3:10], predict the reaction product. The product is: [CH2:15]([O:14][C:7]([O:8][CH2:9][CH3:10])([O:11][CH2:12][CH3:13])[C:6]#[CH:5])[CH3:16]. (5) Given the reactants [CH3:1][O:2][C:3]1[CH:4]=[CH:5][C:6]2[C:12](=[O:13])[CH:11]([C:14]3[CH:19]=[CH:18][C:17]([O:20][CH3:21])=[CH:16][CH:15]=3)[CH2:10][CH2:9][CH2:8][C:7]=2[CH:22]=1.C(O)(C)(C)C.Br[CH2:29][CH2:30][O:31][CH2:32][C:33]1[CH:38]=[CH:37][CH:36]=[CH:35][CH:34]=1.CC(C)([O-])C.[K+], predict the reaction product. The product is: [CH2:32]([O:31][CH2:30][CH2:29][C:11]1([C:14]2[CH:15]=[CH:16][C:17]([O:20][CH3:21])=[CH:18][CH:19]=2)[CH2:10][CH2:9][CH2:8][C:7]2[CH:22]=[C:3]([O:2][CH3:1])[CH:4]=[CH:5][C:6]=2[C:12]1=[O:13])[C:33]1[CH:38]=[CH:37][CH:36]=[CH:35][CH:34]=1. (6) Given the reactants FC(F)(F)C(O)=[O:4].[Cl:8][C:9]1[CH:10]=[CH:11][C:12]2[O:17][C:16](=[O:18])[CH:15]=[C:14]([O:19][CH2:20]CCNC)[C:13]=2[CH:25]=1.CC[N:28]([CH:32]([CH3:34])C)[CH:29]([CH3:31])C.C(OC(=O)C)(=O)C, predict the reaction product. The product is: [Cl:8][C:9]1[CH:10]=[CH:11][C:12]2[O:17][C:16](=[O:18])[CH:15]=[C:14]([O:19][CH2:20][CH2:34][CH2:32][NH:28][C:29](=[O:4])[CH3:31])[C:13]=2[CH:25]=1.